The task is: Predict the reactants needed to synthesize the given product.. This data is from Full USPTO retrosynthesis dataset with 1.9M reactions from patents (1976-2016). (1) Given the product [CH2:9]([O:8][C:1]1[CH2:28][CH2:29][C@H:30]2[C:25](=[CH:24][CH2:23][C@@H:22]3[C@@H:31]2[CH2:32][CH2:33][C@@:18]2([CH2:19][CH3:20])[C@H:21]3[CH:15]=[CH:16][C:17]2=[O:35])[CH:26]=1)[CH3:10], predict the reactants needed to synthesize it. The reactants are: [CH:1]([O:8][CH2:9][CH3:10])(OCC)OCC.C(O[C@@H:15]1[C@H:21]2[C@H:22]3[C@H:31]([CH2:32][CH2:33][C@:18]2([CH2:19][CH3:20])[C:17](=[O:35])[CH2:16]1)[C@@H:30]1[C:25](=[CH:26]C(=O)[CH2:28][CH2:29]1)[CH2:24][CH2:23]3)(=O)C.C1(N)CCCCC1.O. (2) Given the product [Si:27]([O:34][C@H:35]1[CH2:39][N:38]([C:40]([O:42][CH2:43][C:44]2[CH:45]=[CH:46][C:47]([N+:50]([O-:52])=[O:51])=[CH:48][CH:49]=2)=[O:41])[C@H:37]([C:53]([C:55]2[N:56]=[CH:57][N:58]3[CH:62]=[C:61]([C:8]4[C@H:9]([CH3:10])[C@@H:5]5[C@@H:4]([C@H:2]([OH:1])[CH3:3])[C:25](=[O:26])[N:6]5[C:7]=4[C:12]([O:14][CH2:15][C:16]4[CH:17]=[CH:18][C:19]([N+:22]([O-:24])=[O:23])=[CH:20][CH:21]=4)=[O:13])[S:60][C:59]=23)=[O:54])[CH2:36]1)([C:30]([CH3:31])([CH3:32])[CH3:33])([CH3:29])[CH3:28], predict the reactants needed to synthesize it. The reactants are: [OH:1][C@@H:2]([C@H:4]1[C:25](=[O:26])[N:6]2[C@@H:7]([C:12]([O:14][CH2:15][C:16]3[CH:21]=[CH:20][C:19]([N+:22]([O-:24])=[O:23])=[CH:18][CH:17]=3)=[O:13])[C:8](=O)[C@H:9]([CH3:10])[C@H:5]12)[CH3:3].[Si:27]([O:34][C@H:35]1[CH2:39][N:38]([C:40]([O:42][CH2:43][C:44]2[CH:49]=[CH:48][C:47]([N+:50]([O-:52])=[O:51])=[CH:46][CH:45]=2)=[O:41])[C@H:37]([C:53]([C:55]2[N:56]=[CH:57][N:58]3[CH:62]=[C:61]([Sn](CCCC)(CCCC)CCCC)[S:60][C:59]=23)=[O:54])[CH2:36]1)([C:30]([CH3:33])([CH3:32])[CH3:31])([CH3:29])[CH3:28]. (3) Given the product [C:2]1([C:31]2[CH:32]=[CH:33][CH:34]=[CH:35][CH:36]=2)[CH:3]=[CH:4][C:5]([C:8]([NH:10][CH2:11][CH2:12][O:13][C:14]2[CH:19]=[CH:18][C:17]([CH2:20][CH:21]([NH:27][CH2:28][CH2:29][CH3:30])[C:22]([OH:24])=[O:23])=[CH:16][CH:15]=2)=[O:9])=[CH:6][CH:7]=1, predict the reactants needed to synthesize it. The reactants are: Cl.[C:2]1([C:31]2[CH:36]=[CH:35][CH:34]=[CH:33][CH:32]=2)[CH:7]=[CH:6][C:5]([C:8]([NH:10][CH2:11][CH2:12][O:13][C:14]2[CH:19]=[CH:18][C:17]([CH2:20][CH:21]([NH:27][CH2:28][CH2:29][CH3:30])[C:22]([O:24]CC)=[O:23])=[CH:16][CH:15]=2)=[O:9])=[CH:4][CH:3]=1.[OH-].[Na+]. (4) Given the product [OH:15][CH2:14][CH2:13][C@@H:12]([NH:16][C:17](=[O:23])[O:18][C:19]([CH3:22])([CH3:21])[CH3:20])[CH2:11][C:8]1[CH:9]=[CH:10][C:5]([C:3]2[N:24]=[C:25]3[C:30]([CH:31]([OH:33])[CH3:32])=[CH:29][CH:28]=[CH:27][N:26]3[CH:2]=2)=[CH:6][CH:7]=1, predict the reactants needed to synthesize it. The reactants are: Br[CH2:2][C:3]([C:5]1[CH:10]=[CH:9][C:8]([CH2:11][C@H:12]([NH:16][C:17](=[O:23])[O:18][C:19]([CH3:22])([CH3:21])[CH3:20])[CH2:13][CH2:14][OH:15])=[CH:7][CH:6]=1)=O.[NH2:24][C:25]1[C:30]([CH:31]([OH:33])[CH3:32])=[CH:29][CH:28]=[CH:27][N:26]=1.C(=O)(O)[O-].[Na+]. (5) Given the product [CH:10]([NH:23][CH:5]([CH3:6])[CH2:4][CH2:3][C:2]([CH3:9])([OH:1])[CH3:8])([C:17]1[CH:18]=[CH:19][CH:20]=[CH:21][CH:22]=1)[C:11]1[CH:16]=[CH:15][CH:14]=[CH:13][CH:12]=1, predict the reactants needed to synthesize it. The reactants are: [OH:1][C:2]([CH3:9])([CH3:8])[CH2:3][CH2:4][C:5](=O)[CH3:6].[CH:10]([NH2:23])([C:17]1[CH:22]=[CH:21][CH:20]=[CH:19][CH:18]=1)[C:11]1[CH:16]=[CH:15][CH:14]=[CH:13][CH:12]=1.C(O[BH-](OC(=O)C)OC(=O)C)(=O)C.[Na+]. (6) Given the product [CH2:1]1[C@@H:6]([C:7]#[N:8])[N:5]([C:9]([C@@H:11]([NH2:23])[C:12]23[CH2:21][C:19]4([OH:22])[CH2:20][CH:14]([CH2:15][CH:16]([CH2:18]4)[CH2:17]2)[CH2:13]3)=[O:10])[C@@H:4]2[C@H:2]1[CH2:3]2.[C:24]([O-:27])(=[O:10])[CH3:26], predict the reactants needed to synthesize it. The reactants are: [CH2:1]1[C@@H:6]([C:7]#[N:8])[N:5]([C:9]([C@@H:11]([NH2:23])[C:12]23[CH2:21][C:19]4([OH:22])[CH2:20][CH:14]([CH2:15][CH:16]([CH2:18]4)[CH2:17]2)[CH2:13]3)=[O:10])[C@@H:4]2[C@H:2]1[CH2:3]2.[CH:24]([OH:27])([CH3:26])C. (7) Given the product [CH2:17]([O:19][C:20]([CH:21]1[CH2:22][NH:1][C:2]2[CH:7]=[C:6]([Cl:8])[CH:5]=[C:4]([Br:9])[C:3]=2[O:10]1)=[O:28])[CH3:18], predict the reactants needed to synthesize it. The reactants are: [NH2:1][C:2]1[CH:7]=[C:6]([Cl:8])[CH:5]=[C:4]([Br:9])[C:3]=1[OH:10].C([O-])([O-])=O.[K+].[K+].[CH2:17]([O:19][C:20](=[O:28])[CH:21](Br)[C:22](OCC)=O)[CH3:18].